From a dataset of Full USPTO retrosynthesis dataset with 1.9M reactions from patents (1976-2016). Predict the reactants needed to synthesize the given product. (1) Given the product [CH2:51]([O:58][P:59]([CH2:68][C@H:69]([OH:72])[CH2:70][NH:71][C:16](=[O:18])[C@@H:12]([NH:11][C:1]([O:3][CH2:4][C:5]1[CH:6]=[CH:7][CH:8]=[CH:9][CH:10]=1)=[O:2])[CH:13]([CH3:14])[CH3:15])([CH2:61][CH:62]1[CH2:67][CH2:66][CH2:65][CH2:64][CH2:63]1)=[O:60])[C:52]1[CH:53]=[CH:54][CH:55]=[CH:56][CH:57]=1, predict the reactants needed to synthesize it. The reactants are: [C:1]([NH:11][C@H:12]([C:16]([OH:18])=O)[CH:13]([CH3:15])[CH3:14])([O:3][CH2:4][C:5]1[CH:10]=[CH:9][CH:8]=[CH:7][CH:6]=1)=[O:2].C(N(C(C)C)CC)(C)C.CN(C(ON1N=NC2C=CC=CC1=2)=[N+](C)C)C.[B-](F)(F)(F)F.Cl.[CH2:51]([O:58][P:59]([CH2:68][C@H:69]([OH:72])[CH2:70][NH2:71])([CH2:61][CH:62]1[CH2:67][CH2:66][CH2:65][CH2:64][CH2:63]1)=[O:60])[C:52]1[CH:57]=[CH:56][CH:55]=[CH:54][CH:53]=1. (2) Given the product [CH3:1][O:2][CH2:3][C:4]1[CH:5]=[C:6]([NH2:12])[C:7]2[C:8]([N:9]=1)=[N:10][C:16]([C:18]1[C:23]([C:24]([F:27])([F:25])[F:26])=[CH:22][CH:21]=[CH:20][N:19]=1)=[CH:15][N:11]=2, predict the reactants needed to synthesize it. The reactants are: [CH3:1][O:2][CH2:3][C:4]1[N:9]=[C:8]([NH2:10])[C:7]([NH2:11])=[C:6]([NH2:12])[CH:5]=1.Br.Br[CH2:15][C:16]([C:18]1[C:23]([C:24]([F:27])([F:26])[F:25])=[CH:22][CH:21]=[CH:20][N:19]=1)=O.C([O-])(O)=O.[Na+].O1CCOCC1. (3) Given the product [CH3:39][O:38][C:31]1[CH:32]=[C:33]([O:36][CH3:37])[CH:34]=[CH:35][C:30]=1[S:27]([N:19]1[C:20]2[C:25](=[CH:24][C:23]([I:26])=[CH:22][CH:21]=2)[C:17]([C:41]2[C:42]([O:47][CH2:48][CH3:49])=[N:43][CH:44]=[CH:45][CH:46]=2)([NH:15][C:12]2[CH:13]=[CH:14][C:9]([N:6]3[CH2:5][CH2:4][N:3]([CH2:1][CH3:2])[CH2:8][CH2:7]3)=[CH:10][CH:11]=2)[C:18]1=[O:40])(=[O:29])=[O:28], predict the reactants needed to synthesize it. The reactants are: [CH2:1]([N:3]1[CH2:8][CH2:7][N:6]([C:9]2[CH:14]=[CH:13][C:12]([NH2:15])=[CH:11][CH:10]=2)[CH2:5][CH2:4]1)[CH3:2].Cl[C:17]1([C:41]2[C:42]([O:47][CH2:48][CH3:49])=[N:43][CH:44]=[CH:45][CH:46]=2)[C:25]2[C:20](=[CH:21][CH:22]=[C:23]([I:26])[CH:24]=2)[N:19]([S:27]([C:30]2[CH:35]=[CH:34][C:33]([O:36][CH3:37])=[CH:32][C:31]=2[O:38][CH3:39])(=[O:29])=[O:28])[C:18]1=[O:40]. (4) Given the product [C:1]1([C:7]2[CH:11]=[CH:10][N:9]3[C:8]=2[C:12](=[O:13])[NH:14][NH:15][C:16]3=[O:18])[CH:6]=[CH:5][CH:4]=[CH:3][CH:2]=1, predict the reactants needed to synthesize it. The reactants are: [C:1]1([C:7]2[CH:11]=[CH:10][NH:9][C:8]=2[C:12]([NH:14][NH:15][C:16]([O:18]C)=O)=[O:13])[CH:6]=[CH:5][CH:4]=[CH:3][CH:2]=1.[OH-].[K+].C(O)(=O)CC(CC(O)=O)(C(O)=O)O. (5) The reactants are: [Cl:1][C:2]1[CH:12]=[CH:11][CH:10]=[C:9]([Cl:13])[C:3]=1[C:4]([N:6]=[C:7]=[O:8])=[O:5].[CH3:14][O:15][C:16]1[CH:17]=[C:18]([NH:26][NH:27][C:28]([O:30][C:31]([CH3:34])([CH3:33])[CH3:32])=[O:29])[CH:19]=[CH:20][C:21]=1[C:22]([O:24][CH3:25])=[O:23]. Given the product [Cl:1][C:2]1[CH:12]=[CH:11][CH:10]=[C:9]([Cl:13])[C:3]=1[C:4]([NH:6][C:7]([N:26]([C:18]1[CH:19]=[CH:20][C:21]([C:22]([O:24][CH3:25])=[O:23])=[C:16]([O:15][CH3:14])[CH:17]=1)[NH:27][C:28]([O:30][C:31]([CH3:34])([CH3:33])[CH3:32])=[O:29])=[O:8])=[O:5], predict the reactants needed to synthesize it. (6) Given the product [CH:27]1([C:33]2[CH:34]=[CH:35][C:36]([C:39]([NH:41][C:42]3[CH:51]=[CH:50][C:49]([C:52]#[CH:53])=[CH:48][C:43]=3[C:44]([O:46][CH3:47])=[O:45])=[O:40])=[CH:37][CH:38]=2)[CH2:32][CH2:31][CH2:30][CH2:29][CH2:28]1, predict the reactants needed to synthesize it. The reactants are: O.O.O.[F-].C([N+](CCCC)(CCCC)CCCC)CCC.C1COCC1.[CH:27]1([C:33]2[CH:38]=[CH:37][C:36]([C:39]([NH:41][C:42]3[CH:51]=[CH:50][C:49]([C:52]#[C:53][Si](C)(C)C)=[CH:48][C:43]=3[C:44]([O:46][CH3:47])=[O:45])=[O:40])=[CH:35][CH:34]=2)[CH2:32][CH2:31][CH2:30][CH2:29][CH2:28]1. (7) Given the product [CH3:17][C:16]1([CH3:18])[C:2]2[C:3](=[CH:4][C:5]([N+:8]([O-:10])=[O:9])=[CH:6][CH:7]=2)[N:11]([C:12](=[O:14])[CH3:13])[CH2:15]1, predict the reactants needed to synthesize it. The reactants are: Br[C:2]1[CH:7]=[CH:6][C:5]([N+:8]([O-:10])=[O:9])=[CH:4][C:3]=1[N:11]([CH2:15][C:16]([CH3:18])=[CH2:17])[C:12](=[O:14])[CH3:13].C([O-])=O.[Na+].C([O-])(=O)C.[Na+]. (8) Given the product [Br:1][C:2]1[CH:7]=[CH:6][C:5]([C@H:8]2[CH2:10][C@:9]2([NH:14][C:15]([C@@H:17]2[CH2:22][CH2:21][CH2:20][CH2:19][N:18]2[C:23]([O:25][C:26]([CH3:28])([CH3:29])[CH3:27])=[O:24])=[O:16])[C:11](=[O:13])[NH2:32])=[CH:4][CH:3]=1, predict the reactants needed to synthesize it. The reactants are: [Br:1][C:2]1[CH:7]=[CH:6][C:5]([C@H:8]2[CH2:10][C@:9]2([NH:14][C:15]([C@@H:17]2[CH2:22][CH2:21][CH2:20][CH2:19][N:18]2[C:23]([O:25][C:26]([CH3:29])([CH3:28])[CH3:27])=[O:24])=[O:16])[C:11]([OH:13])=O)=[CH:4][CH:3]=1.C([N:32]1CCOCC1)C.CN(C(ON1N=NC2C=CC=CC1=2)=[N+](C)C)C.[B-](F)(F)(F)F.N.